This data is from Forward reaction prediction with 1.9M reactions from USPTO patents (1976-2016). The task is: Predict the product of the given reaction. (1) Given the reactants [NH:1]1[CH2:5][CH2:4][CH2:3][CH2:2]1.[C:6]([C:8]1[CH:9]=[C:10]2[C:15](=[CH:16][C:17]=1[O:18][CH2:19][C@H:20]1[CH2:22][O:21]1)[N:14]=[CH:13][CH:12]=[C:11]2[O:23][C:24]1[CH:29]=[CH:28][C:27]([NH:30][C:31]([NH:33][CH3:34])=[O:32])=[C:26]([Cl:35])[CH:25]=1)#[N:7], predict the reaction product. The product is: [C:6]([C:8]1[CH:9]=[C:10]2[C:15](=[CH:16][C:17]=1[O:18][CH2:19][C@H:20]([OH:21])[CH2:22][N:1]1[CH2:5][CH2:4][CH2:3][CH2:2]1)[N:14]=[CH:13][CH:12]=[C:11]2[O:23][C:24]1[CH:29]=[CH:28][C:27]([NH:30][C:31]([NH:33][CH3:34])=[O:32])=[C:26]([Cl:35])[CH:25]=1)#[N:7]. (2) Given the reactants CO[C:3]([C:5]1[N:6]=[CH:7][C:8]2[C:9](=[O:16])[NH:10][CH:11]=[CH:12][C:13]=2[C:14]=1[OH:15])=[O:4].[NH2:17][CH2:18][CH2:19][C:20]([OH:22])=[O:21].C[O-].[Na+], predict the reaction product. The product is: [OH:15][C:14]1[C:13]2[CH:12]=[CH:11][NH:10][C:9](=[O:16])[C:8]=2[CH:7]=[N:6][C:5]=1[C:3]([NH:17][CH2:18][CH2:19][C:20]([OH:22])=[O:21])=[O:4].